Dataset: Full USPTO retrosynthesis dataset with 1.9M reactions from patents (1976-2016). Task: Predict the reactants needed to synthesize the given product. (1) Given the product [F:1][C:2]1[CH:7]=[CH:6][C:5]([CH2:8][C:9]2[CH:18]=[C:17]3[C:12]([C:13]([OH:36])=[C:14]([C:31]([NH:40][CH2:39][CH2:37][OH:38])=[O:32])[C:15](=[O:30])[N:16]3[CH2:19][CH2:20][CH2:21][S:22]([N:25]3[CH2:26][CH2:27][CH2:28][CH2:29]3)(=[O:23])=[O:24])=[N:11][CH:10]=2)=[CH:4][CH:3]=1, predict the reactants needed to synthesize it. The reactants are: [F:1][C:2]1[CH:7]=[CH:6][C:5]([CH2:8][C:9]2[CH:18]=[C:17]3[C:12]([C:13]([OH:36])=[C:14]([C:31](OCC)=[O:32])[C:15](=[O:30])[N:16]3[CH2:19][CH2:20][CH2:21][S:22]([N:25]3[CH2:29][CH2:28][CH2:27][CH2:26]3)(=[O:24])=[O:23])=[N:11][CH:10]=2)=[CH:4][CH:3]=1.[CH2:37]([CH2:39][NH2:40])[OH:38]. (2) Given the product [CH3:6][C:2]([CH3:7])([N:11]1[CH2:10][CH2:9][N:8]([C:14]([O:16][CH2:17][C:18]2[CH:23]=[CH:22][CH:21]=[CH:20][CH:19]=2)=[O:15])[CH2:13][CH2:12]1)[C:3]([OH:5])=[O:4], predict the reactants needed to synthesize it. The reactants are: Br[C:2]([CH3:7])([CH3:6])[C:3]([OH:5])=[O:4].[N:8]1([C:14]([O:16][CH2:17][C:18]2[CH:23]=[CH:22][CH:21]=[CH:20][CH:19]=2)=[O:15])[CH2:13][CH2:12][NH:11][CH2:10][CH2:9]1.C(N(CC)CC)C. (3) Given the product [CH3:21][C:16]1([CH3:22])[C:17]([CH3:20])([CH3:19])[O:18][B:14]([C:2]2[CH:7]=[CH:6][C:5]([N:8]3[CH:12]=[CH:11][NH:10][C:9]3=[O:13])=[CH:4][CH:3]=2)[O:15]1, predict the reactants needed to synthesize it. The reactants are: Br[C:2]1[CH:7]=[CH:6][C:5]([N:8]2[CH:12]=[CH:11][NH:10][C:9]2=[O:13])=[CH:4][CH:3]=1.[B:14]1([B:14]2[O:18][C:17]([CH3:20])([CH3:19])[C:16]([CH3:22])([CH3:21])[O:15]2)[O:18][C:17]([CH3:20])([CH3:19])[C:16]([CH3:22])([CH3:21])[O:15]1.C([O-])(=O)C.[K+].